From a dataset of Catalyst prediction with 721,799 reactions and 888 catalyst types from USPTO. Predict which catalyst facilitates the given reaction. (1) Product: [C:30]([C:29]1[CH:28]=[CH:27][C:26]([CH:9]2[N:10]([CH2:41][C:42]([O:44][C:45]([CH3:48])([CH3:47])[CH3:46])=[O:43])[C:11](=[O:25])[N:12]([C:15]3[CH:20]=[CH:19][CH:18]=[C:17]([C:21]([F:22])([F:23])[F:24])[CH:16]=3)[C:13]([CH3:14])=[C:8]2[C:6]([C:2]2[O:1][CH:5]=[CH:4][CH:3]=2)=[O:7])=[CH:33][CH:32]=1)#[N:31]. The catalyst class is: 405. Reactant: [O:1]1[CH:5]=[CH:4][CH:3]=[C:2]1[C:6]([C:8]1[CH:9]([C:26]2[CH:33]=[CH:32][C:29]([C:30]#[N:31])=[CH:28][CH:27]=2)[NH:10][C:11](=[O:25])[N:12]([C:15]2[CH:20]=[CH:19][CH:18]=[C:17]([C:21]([F:24])([F:23])[F:22])[CH:16]=2)[C:13]=1[CH3:14])=[O:7].C(=O)([O-])[O-].[K+].[K+].Br[CH2:41][C:42]([O:44][C:45]([CH3:48])([CH3:47])[CH3:46])=[O:43]. (2) Reactant: [F:1][C:2]1[CH:3]=[C:4]([CH:17]=[CH:18][CH:19]=1)[C:5]([CH:7]1C(=O)O[C:10](C)([CH3:14])[O:9][C:8]1=[O:16])=[O:6]. Product: [F:1][C:2]1[CH:3]=[C:4]([C:5](=[O:6])[CH2:7][C:8]([O:9][CH2:10][CH3:14])=[O:16])[CH:17]=[CH:18][CH:19]=1. The catalyst class is: 14. (3) Reactant: ClC1C=C(C2N(C3CCN(CC4C=CC(OC5C=CC(C#N)=CC=5)=NC=4)CC3)C(=O)[N:10](C3C=NC=CC=3)[CH2:9]2)C=CC=1.[Cl:42][C:43]1[CH:44]=[C:45]([CH:49]2[N:53]([CH:54]3[CH2:59][CH2:58][N:57]([CH2:60][C:61]4[CH:62]=[CH:63][C:64]([O:67][C:68]5[CH:76]=[CH:75][C:71]([C:72](O)=[O:73])=[CH:70][CH:69]=5)=[N:65][CH:66]=4)[CH2:56][CH2:55]3)[C:52](=[O:77])[N:51]([C:78]3[CH:79]=[N:80][CH:81]=[CH:82][CH:83]=3)[CH2:50]2)[CH:46]=[CH:47][CH:48]=1.C(OC(=O)NC(C1C=CC=C(Cl)C=1)C(=O)NC1C=NC=CC=1)(C)(C)C.Cl.CN.CCN=C=NCCCN(C)C.C1C=CC2N(O)N=NC=2C=1.CCN(C(C)C)C(C)C. Product: [Cl:42][C:43]1[CH:44]=[C:45]([CH:49]2[N:53]([CH:54]3[CH2:55][CH2:56][N:57]([CH2:60][C:61]4[CH:62]=[CH:63][C:64]([O:67][C:68]5[CH:69]=[CH:70][C:71]([C:72]([NH:10][CH3:9])=[O:73])=[CH:75][CH:76]=5)=[N:65][CH:66]=4)[CH2:58][CH2:59]3)[C:52](=[O:77])[N:51]([C:78]3[CH:79]=[N:80][CH:81]=[CH:82][CH:83]=3)[CH2:50]2)[CH:46]=[CH:47][CH:48]=1. The catalyst class is: 3.